From a dataset of Full USPTO retrosynthesis dataset with 1.9M reactions from patents (1976-2016). Predict the reactants needed to synthesize the given product. (1) Given the product [Na:1].[Na:1].[S:2]([NH:12][N:13]=[CH:14][C:15]1[CH:20]=[CH:19][C:18]([Cl:21])=[CH:17][CH:16]=1)([C:5]1[CH:11]=[CH:10][C:8]([CH3:9])=[CH:7][CH:6]=1)(=[O:4])=[O:3], predict the reactants needed to synthesize it. The reactants are: [Na:1].[S:2]([NH:12][N:13]=[CH:14][C:15]1[CH:20]=[CH:19][C:18]([Cl:21])=[CH:17][CH:16]=1)([C:5]1[CH:11]=[CH:10][C:8]([CH3:9])=[CH:7][CH:6]=1)(=[O:4])=[O:3]. (2) Given the product [Cl:45][C:46]1[C:47]([C:48]([N:13]2[CH2:12][CH2:11][C:10]([C:6]3[CH:7]=[CH:8][CH:9]=[C:4]([F:3])[CH:5]=3)([CH2:16][CH2:17][N:18]3[CH:23]4[CH2:24][CH2:25][CH:19]3[CH2:20][CH:21]([N:26]3[C:30]5[CH:31]=[CH:32][CH:33]=[CH:34][C:29]=5[N:28]=[C:27]3[CH3:35])[CH2:22]4)[CH2:15][CH2:14]2)=[O:49])=[C:51]([Cl:60])[CH:52]=[CH:53][C:54]=1[S:55]([NH:58][CH3:59])(=[O:57])=[O:56], predict the reactants needed to synthesize it. The reactants are: Cl.Cl.[F:3][C:4]1[CH:5]=[C:6]([C:10]2([CH2:16][CH2:17][N:18]3[CH:23]4[CH2:24][CH2:25][CH:19]3[CH2:20][CH:21]([N:26]3[C:30]5[CH:31]=[CH:32][CH:33]=[CH:34][C:29]=5[N:28]=[C:27]3[CH3:35])[CH2:22]4)[CH2:15][CH2:14][NH:13][CH2:12][CH2:11]2)[CH:7]=[CH:8][CH:9]=1.C(N(CC)C(C)C)(C)C.[Cl:45][C:46]1[C:54]([S:55]([NH:58][CH3:59])(=[O:57])=[O:56])=[CH:53][CH:52]=[C:51]([Cl:60])[C:47]=1[C:48](O)=[O:49].F[P-](F)(F)(F)(F)F.N1(OC(N(C)C)=[N+](C)C)C2N=CC=CC=2N=N1. (3) Given the product [Cl:1][C:2]1[CH:3]=[C:4]([C:8]2[C:17]3[C:12](=[CH:13][CH:14]=[C:15]([C:18]([C:10]4[CH:9]=[CH:8][C:17]([Cl:35])=[CH:12][N:11]=4)([OH:19])[C:20]4[N:21]([CH3:25])[CH:22]=[N:23][CH:24]=4)[CH:16]=3)[NH:11][C:10](=[O:33])[CH:9]=2)[CH:5]=[CH:6][CH:7]=1, predict the reactants needed to synthesize it. The reactants are: [Cl:1][C:2]1[CH:3]=[C:4]([C:8]2[C:17]3[C:12](=[CH:13][CH:14]=[C:15]([C:18](C4C=NC(Cl)=CC=4)([C:20]4[N:21]([CH3:25])[CH:22]=[N:23][CH:24]=4)[OH:19])[CH:16]=3)[N:11]=[C:10]([O:33]C)[CH:9]=2)[CH:5]=[CH:6][CH:7]=1.[ClH:35]. (4) Given the product [F:36][C:2]([F:1])([F:37])[C:3]([C:18]1[C:19]([CH2:33][CH2:34][CH3:35])=[CH:20][C:21]([N:24]2[CH2:29][CH2:28][N:27]([CH2:30][CH2:31][N:41]3[C:40](=[O:45])[C:39]([C:46]4[CH:51]=[CH:50][C:49]([O:52][CH:53]([CH3:55])[CH3:54])=[CH:48][CH:47]=4)([CH3:38])[NH:43][C:42]3=[O:44])[CH2:26][CH2:25]2)=[N:22][CH:23]=1)([O:8][CH2:9][C:10]1[CH:11]=[CH:12][C:13]([O:16][CH3:17])=[CH:14][CH:15]=1)[C:4]([F:7])([F:6])[F:5], predict the reactants needed to synthesize it. The reactants are: [F:1][C:2]([F:37])([F:36])[C:3]([C:18]1[C:19]([CH2:33][CH2:34][CH3:35])=[CH:20][C:21]([N:24]2[CH2:29][CH2:28][N:27]([CH2:30][CH2:31]O)[CH2:26][CH2:25]2)=[N:22][CH:23]=1)([O:8][CH2:9][C:10]1[CH:15]=[CH:14][C:13]([O:16][CH3:17])=[CH:12][CH:11]=1)[C:4]([F:7])([F:6])[F:5].[CH3:38][C:39]1([C:46]2[CH:51]=[CH:50][C:49]([O:52][CH:53]([CH3:55])[CH3:54])=[CH:48][CH:47]=2)[NH:43][C:42](=[O:44])[NH:41][C:40]1=[O:45].C1(P(C2C=CC=CC=2)C2C=CC=CC=2)C=CC=CC=1.CCOC(/N=N/C(OCC)=O)=O.Cl. (5) Given the product [Cl:27][C:28]1[C:33]([C:34]#[N:35])=[C:32]([NH:26][C@H:24]([C:14]2[N:13]=[C:12]3[CH:11]=[CH:10][N:9]([CH3:8])[C:17]3=[CH:16][C:15]=2[C:18]2[N:22]([CH3:23])[N:21]=[CH:20][CH:19]=2)[CH3:25])[N:31]=[C:30]([S:37][CH3:38])[N:29]=1, predict the reactants needed to synthesize it. The reactants are: FC(F)(F)C(O)=O.[CH3:8][N:9]1[C:17]2[C:12](=[N:13][C:14]([C@@H:24]([NH2:26])[CH3:25])=[C:15]([C:18]3[N:22]([CH3:23])[N:21]=[CH:20][CH:19]=3)[CH:16]=2)[CH:11]=[CH:10]1.[Cl:27][C:28]1[C:33]([C:34]#[N:35])=[C:32](Cl)[N:31]=[C:30]([S:37][CH3:38])[N:29]=1.CCN(CC)CC. (6) Given the product [C:8]1([CH2:7][CH2:6][NH:5][C:4]2[CH:14]=[CH:15][CH:16]=[C:2]([B:17]3[O:21][C:20]([CH3:23])([CH3:22])[C:19]([CH3:25])([CH3:24])[O:18]3)[CH:3]=2)[CH:13]=[CH:12][CH:11]=[CH:10][CH:9]=1, predict the reactants needed to synthesize it. The reactants are: Br[C:2]1[CH:3]=[C:4]([CH:14]=[CH:15][CH:16]=1)[NH:5][CH2:6][CH2:7][C:8]1[CH:13]=[CH:12][CH:11]=[CH:10][CH:9]=1.[B:17]1([B:17]2[O:21][C:20]([CH3:23])([CH3:22])[C:19]([CH3:25])([CH3:24])[O:18]2)[O:21][C:20]([CH3:23])([CH3:22])[C:19]([CH3:25])([CH3:24])[O:18]1. (7) Given the product [Cl:35][C:29]1[CH:30]=[C:31]([Cl:34])[CH:32]=[CH:33][C:28]=1[O:27][CH2:26][C:24]1[CH:25]=[C:20]([CH2:19][OH:18])[CH:21]=[C:22]([O:36][CH2:37][CH3:38])[CH:23]=1, predict the reactants needed to synthesize it. The reactants are: [Si]([O:18][CH2:19][C:20]1[CH:21]=[C:22]([OH:36])[CH:23]=[C:24]([CH2:26][O:27][C:28]2[CH:33]=[CH:32][C:31]([Cl:34])=[CH:30][C:29]=2[Cl:35])[CH:25]=1)(C(C)(C)C)(C1C=CC=CC=1)C1C=CC=CC=1.[CH2:37](P(CCCC)CCCC)[CH2:38]CC.N(C(N1CCCCC1)=O)=NC(N1CCCCC1)=O.[F-].C([N+](CCCC)(CCCC)CCCC)CCC.C(=O)([O-])O.[Na+]. (8) Given the product [NH2:1][C:2]1[N:3]=[C:4]([S:16][CH2:17][CH3:18])[C:5]([C:14]#[N:15])=[C:6]([C:8]2[CH:13]=[CH:12][CH:11]=[CH:10][CH:9]=2)[N:7]=1, predict the reactants needed to synthesize it. The reactants are: [NH2:1][C:2]1[NH:3][C:4](=[S:16])[C:5]([C:14]#[N:15])=[C:6]([C:8]2[CH:13]=[CH:12][CH:11]=[CH:10][CH:9]=2)[N:7]=1.[CH2:17](Br)[CH3:18].CC[O-].[Na+]. (9) Given the product [CH3:1][CH:2]1[CH2:3][CH2:4][N:5]([C:8]([C:10]2[CH:18]=[CH:17][C:16]3[N:15]([CH2:19][C:20]4[CH:21]=[CH:22][C:23]([S:26][CH3:27])=[CH:24][CH:25]=4)[C:14]4[CH2:28][CH2:29][NH:30][CH2:31][C:13]=4[C:12]=3[CH:11]=2)=[O:9])[CH2:6][CH2:7]1.[ClH:39], predict the reactants needed to synthesize it. The reactants are: [CH3:1][CH:2]1[CH2:7][CH2:6][N:5]([C:8]([C:10]2[CH:18]=[CH:17][C:16]3[N:15]([CH2:19][C:20]4[CH:25]=[CH:24][C:23]([S:26][CH3:27])=[CH:22][CH:21]=4)[C:14]4[CH2:28][CH2:29][N:30](C(OC(C)(C)C)=O)[CH2:31][C:13]=4[C:12]=3[CH:11]=2)=[O:9])[CH2:4][CH2:3]1.[ClH:39].